This data is from NCI-60 drug combinations with 297,098 pairs across 59 cell lines. The task is: Regression. Given two drug SMILES strings and cell line genomic features, predict the synergy score measuring deviation from expected non-interaction effect. (1) Drug 1: C1=CC(=CC=C1CCCC(=O)O)N(CCCl)CCCl. Drug 2: CS(=O)(=O)CCNCC1=CC=C(O1)C2=CC3=C(C=C2)N=CN=C3NC4=CC(=C(C=C4)OCC5=CC(=CC=C5)F)Cl. Cell line: U251. Synergy scores: CSS=17.4, Synergy_ZIP=-6.55, Synergy_Bliss=-7.49, Synergy_Loewe=-8.01, Synergy_HSA=-7.03. (2) Drug 1: CC1C(C(CC(O1)OC2CC(CC3=C2C(=C4C(=C3O)C(=O)C5=C(C4=O)C(=CC=C5)OC)O)(C(=O)CO)O)N)O.Cl. Drug 2: CCC1(CC2CC(C3=C(CCN(C2)C1)C4=CC=CC=C4N3)(C5=C(C=C6C(=C5)C78CCN9C7C(C=CC9)(C(C(C8N6C)(C(=O)OC)O)OC(=O)C)CC)OC)C(=O)OC)O.OS(=O)(=O)O. Cell line: SK-MEL-28. Synergy scores: CSS=34.7, Synergy_ZIP=-2.44, Synergy_Bliss=-2.72, Synergy_Loewe=-2.41, Synergy_HSA=-3.86. (3) Drug 1: CN(CCCl)CCCl.Cl. Drug 2: CC1=C(C(=O)C2=C(C1=O)N3CC4C(C3(C2COC(=O)N)OC)N4)N. Cell line: K-562. Synergy scores: CSS=27.3, Synergy_ZIP=-12.8, Synergy_Bliss=-2.99, Synergy_Loewe=-12.0, Synergy_HSA=-3.98. (4) Drug 1: CN1CCC(CC1)COC2=C(C=C3C(=C2)N=CN=C3NC4=C(C=C(C=C4)Br)F)OC. Drug 2: CN(C(=O)NC(C=O)C(C(C(CO)O)O)O)N=O. Cell line: ACHN. Synergy scores: CSS=13.3, Synergy_ZIP=-2.30, Synergy_Bliss=-0.0376, Synergy_Loewe=-18.5, Synergy_HSA=0.123. (5) Drug 1: CS(=O)(=O)CCNCC1=CC=C(O1)C2=CC3=C(C=C2)N=CN=C3NC4=CC(=C(C=C4)OCC5=CC(=CC=C5)F)Cl. Drug 2: COCCOC1=C(C=C2C(=C1)C(=NC=N2)NC3=CC=CC(=C3)C#C)OCCOC.Cl. Cell line: SNB-75. Synergy scores: CSS=-0.127, Synergy_ZIP=0.0990, Synergy_Bliss=-0.0961, Synergy_Loewe=-1.27, Synergy_HSA=-1.21. (6) Drug 1: CC12CCC(CC1=CCC3C2CCC4(C3CC=C4C5=CN=CC=C5)C)O. Drug 2: CC1=C(C(CCC1)(C)C)C=CC(=CC=CC(=CC(=O)O)C)C. Cell line: MDA-MB-231. Synergy scores: CSS=-0.409, Synergy_ZIP=1.06, Synergy_Bliss=-1.33, Synergy_Loewe=-7.36, Synergy_HSA=-6.26. (7) Drug 1: C1CCC(CC1)NC(=O)N(CCCl)N=O. Drug 2: C1=C(C(=O)NC(=O)N1)N(CCCl)CCCl. Cell line: SF-539. Synergy scores: CSS=44.6, Synergy_ZIP=-6.21, Synergy_Bliss=-0.665, Synergy_Loewe=-13.9, Synergy_HSA=2.02.